From a dataset of Peptide-MHC class II binding affinity with 134,281 pairs from IEDB. Regression. Given a peptide amino acid sequence and an MHC pseudo amino acid sequence, predict their binding affinity value. This is MHC class II binding data. (1) The peptide sequence is CYNAVLTHVKINDKC. The MHC is HLA-DQA10201-DQB10402 with pseudo-sequence HLA-DQA10201-DQB10402. The binding affinity (normalized) is 0.394. (2) The peptide sequence is AYVATVSEALRIIAG. The MHC is DRB5_0101 with pseudo-sequence DRB5_0101. The binding affinity (normalized) is 0.457. (3) The peptide sequence is LPRPPATPPPPPPPQ. The MHC is HLA-DQA10501-DQB10201 with pseudo-sequence HLA-DQA10501-DQB10201. The binding affinity (normalized) is 0.0334.